From a dataset of Human intestinal absorption (HIA) binary classification data from Hou et al.. Regression/Classification. Given a drug SMILES string, predict its absorption, distribution, metabolism, or excretion properties. Task type varies by dataset: regression for continuous measurements (e.g., permeability, clearance, half-life) or binary classification for categorical outcomes (e.g., BBB penetration, CYP inhibition). Dataset: hia_hou. (1) The compound is CC[N+](C)(C)c1cccc(O)c1. The result is 0 (poor absorption). (2) The molecule is CCC1(c2ccccc2)C(=O)NC(=O)NC1=O. The result is 1 (good absorption). (3) The molecule is O=C1CN=C(c2ccccc2Cl)c2cc([N+](=O)[O-])ccc2N1. The result is 1 (good absorption). (4) The molecule is CN1CCN(C2=Nc3cc(Cl)ccc3Nc3ccccc32)CC1. The result is 1 (good absorption). (5) The molecule is O=C(O)CN(CCN(CC(=O)O)CC(=O)O)CC(=O)O. The result is 0 (poor absorption). (6) The molecule is C[C@@H]1O[C@@H](O[C@H]2[C@@H](O)[C@H](O)[C@H](O[C@H]3[C@@H](O)[C@H](O)[C@@H](O)O[C@@H]3CO)O[C@@H]2CO)[C@@H](O)[C@@H](O)[C@@H]1N[C@@H]1C=C(CO)[C@H](O)[C@H](O)[C@H]1O. The result is 0 (poor absorption). (7) The compound is COc1cc2c3cc1Oc1cc(ccc1O)C[C@@H]1c4c(cc(OC)c(O)c4Oc4ccc(cc4)C[C@@H]3[N+](C)(C)CC2)CC[N+]1(C)C. The result is 0 (poor absorption). (8) The drug is N=C(NCCCCNC(=N)NC(=N)Nc1ccc(Cl)cc1)NC(=N)Nc1ccc(Cl)cc1. The result is 0 (poor absorption). (9) The molecule is CN1C(=O)CN=C(c2ccccc2)c2cc(Cl)ccc21. The result is 1 (good absorption).